From a dataset of KCNQ2 potassium channel screen with 302,405 compounds. Binary Classification. Given a drug SMILES string, predict its activity (active/inactive) in a high-throughput screening assay against a specified biological target. The drug is BrC1=CC(=C\NNC(=O)CNC(=O)c2cccnc2)/C=C(Br)C1=O. The result is 0 (inactive).